This data is from Reaction yield outcomes from USPTO patents with 853,638 reactions. The task is: Predict the reaction yield, written as a fraction of the theoretical maximum amount of product (1.0 means a 100% yield; for example, 0.34 means a 34% yield). The reactants are [NH:1]1[CH2:6][CH2:5][O:4][CH2:3][CH2:2]1.C(Cl)Cl.[CH3:10][O:11][C:12]1[CH:17]=[CH:16][C:15]([P:18]2(=S)[S:21]P(C3C=CC(OC)=CC=3)(=S)[S:19]2)=[CH:14][CH:13]=1. The catalyst is CCl. The product is [CH3:10][O:11][C:12]1[CH:13]=[CH:14][C:15]([P:18]([S-:21])([N:1]2[CH2:6][CH2:5][O:4][CH2:3][CH2:2]2)=[S:19])=[CH:16][CH:17]=1.[CH2:2]1[NH2+:1][CH2:6][CH2:5][O:4][CH2:3]1. The yield is 0.670.